Dataset: Catalyst prediction with 721,799 reactions and 888 catalyst types from USPTO. Task: Predict which catalyst facilitates the given reaction. (1) Reactant: C([O:5][C:6]([NH:8][C@@H:9]([CH2:13][C:14]1[CH:19]=[CH:18][CH:17]=[CH:16][CH:15]=1)[C@@H:10]1[O:12][CH2:11]1)=[O:7])(C)(C)C.C(O)C.C(O)(=O)CC(CC(O)=O)(C(O)=O)O. Product: [CH2:13]([C@H:9]1[C@H:10]([CH2:11][OH:12])[O:5][C:6](=[O:7])[NH:8]1)[C:14]1[CH:15]=[CH:16][CH:17]=[CH:18][CH:19]=1. The catalyst class is: 6. (2) Reactant: [C:1]([NH:18][CH2:19][CH2:20][C:21]([OH:23])=[O:22])([O:3][CH2:4][CH:5]1[C:17]2[C:12](=[CH:13][CH:14]=[CH:15][CH:16]=2)[C:11]2[C:6]1=[CH:7][CH:8]=[CH:9][CH:10]=2)=[O:2].C1C=CC2N(O)N=NC=2C=1.C(Cl)CCl.Cl.[CH2:39]([O:41][C:42](=[O:46])[CH2:43][CH2:44][NH2:45])[CH3:40].CC(N(C)C)=O. Product: [C:1]([NH:18][CH2:19][CH2:20][C:21]([OH:23])=[O:22])([O:3][CH2:4][CH:5]1[C:6]2[C:11](=[CH:10][CH:9]=[CH:8][CH:7]=2)[C:12]2[C:17]1=[CH:16][CH:15]=[CH:14][CH:13]=2)=[O:2].[CH2:39]([O:41][C:42](=[O:46])[CH2:43][CH2:44][NH2:45])[CH3:40]. The catalyst class is: 2. (3) Reactant: FC(F)(F)S([O:6][C:7]1[CH:20]=[CH:19][C:10]2[C@H:11]([CH2:14][C:15]([O:17]C)=[O:16])[CH2:12][O:13][C:9]=2[CH:8]=1)(=O)=O.[CH3:23][C:24]1[CH:29]=[C:28]([O:30][CH2:31][CH2:32][CH2:33][S:34]([CH3:37])(=[O:36])=[O:35])[CH:27]=[C:26]([CH3:38])[C:25]=1[C:39]1[CH:44]=[CH:43][CH:42]=[C:41]([CH2:45]O)[CH:40]=1.P([O-])([O-])([O-])=O.[K+].[K+].[K+].C1(C)C=CC=CC=1. Product: [CH3:38][C:26]1[CH:27]=[C:28]([O:30][CH2:31][CH2:32][CH2:33][S:34]([CH3:37])(=[O:35])=[O:36])[CH:29]=[C:24]([CH3:23])[C:25]=1[C:39]1[CH:44]=[CH:43][CH:42]=[C:41]([CH2:45][O:6][C:7]2[CH:20]=[CH:19][C:10]3[C:11]([CH2:14][C:15]([OH:17])=[O:16])=[CH:12][O:13][C:9]=3[CH:8]=2)[CH:40]=1. The catalyst class is: 35. (4) Product: [NH2:19][CH2:18][CH2:17][CH2:16][CH2:15][C:14]1[N:13]([CH2:30][CH2:31][CH3:32])[N:12]=[C:11]2[C:10]=1[C:9]1[CH:8]=[CH:7][CH:6]=[CH:5][C:4]=1[N:3]=[C:2]2[NH2:1]. Reactant: [NH2:1][C:2]1[C:11]2=[N:12][N:13]([CH2:30][CH2:31][CH3:32])[C:14]([CH2:15][CH2:16][CH2:17][CH2:18][N:19]3C(=O)C4C(=CC=CC=4)C3=O)=[C:10]2[C:9]2[CH:8]=[CH:7][CH:6]=[CH:5][C:4]=2[N:3]=1.O.NN. The catalyst class is: 8.